The task is: Regression. Given a peptide amino acid sequence and an MHC pseudo amino acid sequence, predict their binding affinity value. This is MHC class I binding data.. This data is from Peptide-MHC class I binding affinity with 185,985 pairs from IEDB/IMGT. (1) The peptide sequence is NPDIVIYQY. The MHC is HLA-A29:02 with pseudo-sequence HLA-A29:02. The binding affinity (normalized) is 0.162. (2) The peptide sequence is FPCSICLSGL. The MHC is HLA-B51:01 with pseudo-sequence HLA-B51:01. The binding affinity (normalized) is 0.671. (3) The peptide sequence is RAMRMVYYL. The MHC is HLA-B83:01 with pseudo-sequence HLA-B83:01. The binding affinity (normalized) is 0.213. (4) The peptide sequence is SYMMDDLELI. The MHC is HLA-B58:01 with pseudo-sequence HLA-B58:01. The binding affinity (normalized) is 0.0847.